This data is from Reaction yield outcomes from USPTO patents with 853,638 reactions. The task is: Predict the reaction yield, written as a fraction of the theoretical maximum amount of product (1.0 means a 100% yield; for example, 0.34 means a 34% yield). (1) The reactants are O.[C:2]1([CH3:8])C=CC=CC=1.[CH3:9][C:10]1[CH:15]=[CH:14][C:13]([C:16]([CH3:18])=[O:17])=[CH:12][C:11]=1[N+:19]([O-])=O.C1(C)C=CC(S(O)(=O)=[O:29])=CC=1. The catalyst is C(O)CO. The product is [CH3:9][C:10]1[CH:15]=[CH:14][C:13]([C:16]2([CH3:18])[O:29][CH2:2][CH2:8][O:17]2)=[CH:12][C:11]=1[NH2:19]. The yield is 0.940. (2) The reactants are C(OC([N:6]1[C:34]2[C:29](=[CH:30][CH:31]=[C:32]([Cl:35])[CH:33]=2)[C:8]2([CH:13]([C:14]3[CH:19]=[CH:18][C:17]([Cl:20])=[CH:16][CH:15]=3)[CH2:12][C:11](=[O:21])[NH:10][CH:9]2[C:22]2[CH:27]=[CH:26][CH:25]=[C:24]([Cl:28])[CH:23]=2)[C:7]1=[O:36])=O)C.[OH-].[Na+]. The catalyst is CO. The product is [Cl:35][C:32]1[CH:33]=[C:34]2[NH:6][C:7](=[O:36])[C:8]3([CH:13]([C:14]4[CH:15]=[CH:16][C:17]([Cl:20])=[CH:18][CH:19]=4)[CH2:12][C:11](=[O:21])[NH:10][CH:9]3[C:22]3[CH:27]=[CH:26][CH:25]=[C:24]([Cl:28])[CH:23]=3)[C:29]2=[CH:30][CH:31]=1. The yield is 0.180.